Dataset: Catalyst prediction with 721,799 reactions and 888 catalyst types from USPTO. Task: Predict which catalyst facilitates the given reaction. (1) Reactant: Cl[C:2]1[N:11]=[CH:10][C:9]2[N:8]([CH3:12])[C:7](=[O:13])[C@@H:6]([CH2:14][CH3:15])[N:5]([CH:16]([CH3:18])[CH3:17])[C:4]=2[N:3]=1.[C:19]1([C:25]2[NH:26][CH:27]=[CH:28][N:29]=2)[CH:24]=[CH:23][CH:22]=[CH:21][CH:20]=1.CN[C@@H]1CCCC[C@H]1NC.C([O-])([O-])=O.[K+].[K+]. Product: [CH2:14]([C@H:6]1[N:5]([CH:16]([CH3:18])[CH3:17])[C:4]2[N:3]=[C:2]([N:26]3[CH:27]=[CH:28][N:29]=[C:25]3[C:19]3[CH:24]=[CH:23][CH:22]=[CH:21][CH:20]=3)[N:11]=[CH:10][C:9]=2[N:8]([CH3:12])[C:7]1=[O:13])[CH3:15]. The catalyst class is: 31. (2) Reactant: [C:1]([O:5][CH2:6][CH:7]([OH:9])[CH3:8])([CH3:4])([CH3:3])[CH3:2].[H-].[Na+].Cl[C:13]1[C:22]2[C:17](=[CH:18][C:19]([O:23][CH3:24])=[CH:20][CH:21]=2)[N:16]=[CH:15][CH:14]=1.C([O-])(O)=O.[Na+]. Product: [C:1]([O:5][CH2:6][CH:7]([O:9][C:13]1[C:22]2[C:17](=[CH:18][C:19]([O:23][CH3:24])=[CH:20][CH:21]=2)[N:16]=[CH:15][CH:14]=1)[CH3:8])([CH3:4])([CH3:3])[CH3:2]. The catalyst class is: 85. (3) Reactant: [CH3:1][NH:2][C:3]1[CH:4]=[N:5][C:6]([N:16]2[CH2:21][CH2:20][S:19][CH2:18][CH2:17]2)=[CH:7][C:8]=1[C:9]1[CH:14]=[CH:13][CH:12]=[CH:11][C:10]=1[CH3:15].C(N(C(C)C)C(C)C)C.[F:31][C:32]([F:50])([F:49])[C:33]1[CH:34]=[C:35]([C:43]([CH3:48])([CH3:47])[C:44](Cl)=[O:45])[CH:36]=[C:37]([C:39]([F:42])([F:41])[F:40])[CH:38]=1. Product: [F:31][C:32]([F:50])([F:49])[C:33]1[CH:34]=[C:35]([C:43]([CH3:48])([CH3:47])[C:44]([N:2]([CH3:1])[C:3]2[CH:4]=[N:5][C:6]([N:16]3[CH2:21][CH2:20][S:19][CH2:18][CH2:17]3)=[CH:7][C:8]=2[C:9]2[CH:14]=[CH:13][CH:12]=[CH:11][C:10]=2[CH3:15])=[O:45])[CH:36]=[C:37]([C:39]([F:42])([F:41])[F:40])[CH:38]=1. The catalyst class is: 7. (4) Reactant: C(OC(=O)[NH:7][CH:8]1[CH2:11][N:10]([C:12]2[CH:17]=[CH:16][C:15]([C:18]([F:21])([F:20])[F:19])=[CH:14][N:13]=2)[CH2:9]1)(C)(C)C.FC(F)(F)C(O)=O. Product: [F:21][C:18]([F:19])([F:20])[C:15]1[CH:16]=[CH:17][C:12]([N:10]2[CH2:9][CH:8]([NH2:7])[CH2:11]2)=[N:13][CH:14]=1. The catalyst class is: 4. (5) Reactant: C(Cl)(=O)C(Cl)=O.[C:7]1([CH3:25])[CH:12]=[CH:11][C:10]([C:13]2[O:14][C:15]3[C:16](=[C:18]([C:22](O)=[O:23])[CH:19]=[CH:20][CH:21]=3)[N:17]=2)=[CH:9][CH:8]=1.[NH4+:26].[OH-]. Product: [C:7]1([CH3:25])[CH:12]=[CH:11][C:10]([C:13]2[O:14][C:15]3[C:16](=[C:18]([C:22]([NH2:26])=[O:23])[CH:19]=[CH:20][CH:21]=3)[N:17]=2)=[CH:9][CH:8]=1. The catalyst class is: 4. (6) Reactant: Cl[C:2]1[N:7]=[C:6]([S:8][C:9]#[N:10])[C:5]([N+:11]([O-:13])=[O:12])=[CH:4][N:3]=1.C(=O)([O-])O.[Na+].[F:19][C:20]1[CH:25]=[CH:24][C:23]([NH:26][CH3:27])=[CH:22][C:21]=1[NH:28][C:29](=[O:35])[O:30][C:31]([CH3:34])([CH3:33])[CH3:32].O. Product: [F:19][C:20]1[CH:25]=[CH:24][C:23]([N:26]([CH3:27])[C:2]2[N:7]=[C:6]([S:8][C:9]#[N:10])[C:5]([N+:11]([O-:13])=[O:12])=[CH:4][N:3]=2)=[CH:22][C:21]=1[NH:28][C:29](=[O:35])[O:30][C:31]([CH3:33])([CH3:32])[CH3:34]. The catalyst class is: 7. (7) Reactant: Cl[C:2]1[CH:7]=[C:6]([C:8]2[CH:13]=[C:12]([Cl:14])[CH:11]=[CH:10][C:9]=2[O:15][CH3:16])[N:5]=[C:4]([NH2:17])[N:3]=1.Cl.[Br:19][C:20]1[CH:26]=[CH:25][C:23]([NH2:24])=[CH:22][CH:21]=1. Product: [Br:19][C:20]1[CH:26]=[CH:25][C:23]([NH:24][C:2]2[CH:7]=[C:6]([C:8]3[CH:13]=[C:12]([Cl:14])[CH:11]=[CH:10][C:9]=3[O:15][CH3:16])[N:5]=[C:4]([NH2:17])[N:3]=2)=[CH:22][CH:21]=1. The catalyst class is: 714. (8) Reactant: C([O:8][C:9]1[CH:14]=[CH:13][C:12]([C:15]2[N:19]([CH3:20])[C:18]([C:21]34[CH2:28][CH2:27][C:24]([CH2:29][CH2:30][CH2:31][CH2:32][CH3:33])([CH2:25][CH2:26]3)[CH2:23][CH2:22]4)=[N:17][N:16]=2)=[C:11]([O:34][CH3:35])[CH:10]=1)C1C=CC=CC=1. Product: [CH3:35][O:34][C:11]1[CH:10]=[C:9]([OH:8])[CH:14]=[CH:13][C:12]=1[C:15]1[N:19]([CH3:20])[C:18]([C:21]23[CH2:26][CH2:25][C:24]([CH2:29][CH2:30][CH2:31][CH2:32][CH3:33])([CH2:27][CH2:28]2)[CH2:23][CH2:22]3)=[N:17][N:16]=1. The catalyst class is: 19.